From a dataset of Full USPTO retrosynthesis dataset with 1.9M reactions from patents (1976-2016). Predict the reactants needed to synthesize the given product. (1) Given the product [CH3:25][O:26][C:27](=[O:28])[NH:29][C@@H:30]([CH:34]([CH3:35])[CH3:36])[C:31]([NH:1][CH2:2][C:3]1[C:12]2[C:7](=[CH:8][CH:9]=[CH:10][CH:11]=2)[C:6](=[O:13])[N:5]([NH:14][C:15](=[O:24])[CH2:16][C:17]2[CH:18]=[CH:19][C:20]([Cl:23])=[CH:21][CH:22]=2)[N:4]=1)=[O:32], predict the reactants needed to synthesize it. The reactants are: [NH2:1][CH2:2][C:3]1[C:12]2[C:7](=[CH:8][CH:9]=[CH:10][CH:11]=2)[C:6](=[O:13])[N:5]([NH:14][C:15](=[O:24])[CH2:16][C:17]2[CH:22]=[CH:21][C:20]([Cl:23])=[CH:19][CH:18]=2)[N:4]=1.[CH3:25][O:26][C:27]([NH:29][C@@H:30]([CH:34]([CH3:36])[CH3:35])[C:31](O)=[O:32])=[O:28]. (2) Given the product [Cl:19][C:20]1[CH:21]=[C:22]([NH:26][C:2]2[N:3]([C:12]3[CH:17]=[CH:16][C:15]([Cl:18])=[CH:14][CH:13]=3)[N:4]=[C:5]3[C:10]=2[CH:9]=[CH:8][C:7]([F:11])=[CH:6]3)[CH:23]=[CH:24][CH:25]=1, predict the reactants needed to synthesize it. The reactants are: Cl[C:2]1[N:3]([C:12]2[CH:17]=[CH:16][C:15]([Cl:18])=[CH:14][CH:13]=2)[N:4]=[C:5]2[C:10]=1[CH:9]=[CH:8][C:7]([F:11])=[CH:6]2.[Cl:19][C:20]1[CH:21]=[C:22]([NH2:26])[CH:23]=[CH:24][CH:25]=1. (3) Given the product [O:19]=[C:14]1[CH:15]=[CH:16][CH:17]=[CH:18][N:13]1[C:10]1[CH:9]=[CH:8][C:7]([N:1]2[CH2:6][CH2:5][N:4]([CH2:31][CH2:32][CH2:33][C:34]3[C:42]4[C:37](=[CH:38][CH:39]=[C:40]([C:43]#[N:44])[CH:41]=4)[NH:36][CH:35]=3)[CH2:3][CH2:2]2)=[CH:12][CH:11]=1, predict the reactants needed to synthesize it. The reactants are: [N:1]1([C:7]2[CH:12]=[CH:11][C:10]([N:13]3[CH:18]=[CH:17][CH:16]=[CH:15][C:14]3=[O:19])=[CH:9][CH:8]=2)[CH2:6][CH2:5][NH:4][CH2:3][CH2:2]1.CC1C=CC(S(O[CH2:31][CH2:32][CH2:33][C:34]2[C:42]3[C:37](=[CH:38][CH:39]=[C:40]([C:43]#[N:44])[CH:41]=3)[NH:36][CH:35]=2)(=O)=O)=CC=1.C(=O)([O-])[O-].[K+].[K+].[I-].[K+].